Dataset: Full USPTO retrosynthesis dataset with 1.9M reactions from patents (1976-2016). Task: Predict the reactants needed to synthesize the given product. (1) Given the product [N:17]1[CH:18]=[CH:19][CH:20]=[C:15]([CH2:14][O:13][C:10]2[CH:11]=[CH:12][C:7]([C:6]([NH:5][C@H:4]([C:3]([OH:32])=[O:2])[CH2:28][CH2:29][S:30][CH3:31])=[O:27])=[C:8]([C:21]3[CH:22]=[CH:23][CH:24]=[CH:25][CH:26]=3)[CH:9]=2)[CH:16]=1, predict the reactants needed to synthesize it. The reactants are: C[O:2][C:3](=[O:32])[C@H:4]([CH2:28][CH2:29][S:30][CH3:31])[NH:5][C:6](=[O:27])[C:7]1[CH:12]=[CH:11][C:10]([O:13][CH2:14][C:15]2[CH:16]=[N:17][CH:18]=[CH:19][CH:20]=2)=[CH:9][C:8]=1[C:21]1[CH:26]=[CH:25][CH:24]=[CH:23][CH:22]=1.N. (2) The reactants are: [CH3:1][CH:2]1[CH2:19][C:18]2[C:4](=[CH:5][C:6]3[N+:11]([O-:12])=[N:10][C:9]([CH2:13][CH2:14][CH:15]=O)=[N:8][C:7]=3[CH:17]=2)[CH2:3]1.[N+]1([O-])C2C=C3C(=[CH:32][C:24]=2[N+:23]([O-])=[C:22](N)N=1)CCC3.CO.C[CH2:39][O:40]C(C)=O. Given the product [CH3:1][CH:2]1[CH2:19][C:18]2[C:4](=[CH:5][C:6]3[N+:11]([O-:12])=[N:10][C:9]([CH2:13][CH2:14][CH2:15][N:23]4[CH2:22][CH2:39][O:40][CH2:32][CH2:24]4)=[N:8][C:7]=3[CH:17]=2)[CH2:3]1, predict the reactants needed to synthesize it. (3) Given the product [CH3:1][S:2][C:3]1[N:12]=[CH:11][C:10]2[CH2:9][CH2:8][C:7]3[C:13]([C:35]([O:37][CH2:38][CH3:39])=[O:36])=[N:14][NH:15][C:6]=3[C:5]=2[N:4]=1, predict the reactants needed to synthesize it. The reactants are: [CH3:1][S:2][C:3]1[N:12]=[CH:11][C:10]2[CH2:9][CH2:8][C:7]3[C:13]([C:35]([O:37][CH2:38][CH3:39])=[O:36])=[N:14][N:15](C(C4C=CC=CC=4)(C4C=CC=CC=4)C4C=CC=CC=4)[C:6]=3[C:5]=2[N:4]=1.FC(F)(F)C(O)=O.